From a dataset of Reaction yield outcomes from USPTO patents with 853,638 reactions. Predict the reaction yield, written as a fraction of the theoretical maximum amount of product (1.0 means a 100% yield; for example, 0.34 means a 34% yield). (1) The yield is 0.420. The catalyst is CCOC(C)=O. The reactants are C[O:2][C:3](=O)[C:4]1[C:9]([Cl:10])=[CH:8][C:7]([Cl:11])=[CH:6][C:5]=1[NH:12][C:13](=[O:24])[CH:14]([C:16]1[CH:21]=[CH:20][C:19]([O:22][CH3:23])=[CH:18][CH:17]=1)[CH3:15].[Li+].C[Si]([N-][Si](C)(C)C)(C)C.CCCCCC. The product is [Cl:10][C:9]1[CH:8]=[C:7]([Cl:11])[CH:6]=[C:5]2[C:4]=1[C:3](=[O:2])[C:14]([C:16]1[CH:21]=[CH:20][C:19]([O:22][CH3:23])=[CH:18][CH:17]=1)([CH3:15])[C:13](=[O:24])[NH:12]2. (2) The reactants are C1(=O)O[CH:6](C2C=CC=CC=2)[O:5][C:3](=[O:4])C1.[H-].[Na+].[F:17][C:18]1[CH:23]=[CH:22][C:21]([CH3:24])=[C:20]([N+:25]([O-:27])=[O:26])[CH:19]=1.[CH3:28][CH2:29][CH2:30][CH2:31][CH2:32][CH3:33].[C:34]([O:37][CH2:38]C)(=[O:36])[CH3:35].[CH3:40]N(C=O)C. No catalyst specified. The product is [F:17][C:18]1[CH:23]=[CH:22][C:21]([CH2:24][CH:40]([CH:35]([C:34]([O:37][CH3:38])=[O:36])[C:3]([O:5][CH3:6])=[O:4])[C:30]2[CH:29]=[CH:28][CH:33]=[CH:32][CH:31]=2)=[C:20]([N+:25]([O-:27])=[O:26])[CH:19]=1. The yield is 0.300. (3) The yield is 0.292. The catalyst is O1CCCC1. The reactants are Cl[C:2](Cl)([O:4]C(=O)OC(Cl)(Cl)Cl)Cl.[CH3:13][C:14]1[N:19]=[CH:18][C:17]([C:20]2[CH:21]=[CH:22][C:23]3[N:29]4[CH2:30][C@H:26]([CH2:27][CH2:28]4)[NH:25][C:24]=3[N:31]=2)=[CH:16][CH:15]=1.CCN(C(C)C)C(C)C.[O:41]1[CH2:46][CH2:45][CH:44]([NH2:47])[CH2:43][CH2:42]1. The product is [CH3:13][C:14]1[N:19]=[CH:18][C:17]([C:20]2[CH:21]=[CH:22][C:23]3[N:29]4[CH2:30][C@H:26]([CH2:27][CH2:28]4)[N:25]([C:2]([NH:47][CH:44]4[CH2:45][CH2:46][O:41][CH2:42][CH2:43]4)=[O:4])[C:24]=3[N:31]=2)=[CH:16][CH:15]=1. (4) The reactants are [Cl:1][C:2]1[CH:3]=[CH:4][C:5]([N+:11]([O-:13])=[O:12])=[C:6]([CH:10]=1)[C:7]([OH:9])=O.Cl.[C:15]([O:19][C:20](=[O:25])[C@@H:21]([NH2:24])[CH2:22][CH3:23])([CH3:18])([CH3:17])[CH3:16].C1C=CC2N(O)N=NC=2C=1.C(N(C(C)C)CC)(C)C. The catalyst is O1CCCC1.CN(C1C=CN=CC=1)C.C(Cl)CCl. The product is [C:15]([O:19][C:20](=[O:25])[C@@H:21]([NH:24][C:7](=[O:9])[C:6]1[CH:10]=[C:2]([Cl:1])[CH:3]=[CH:4][C:5]=1[N+:11]([O-:13])=[O:12])[CH2:22][CH3:23])([CH3:17])([CH3:16])[CH3:18]. The yield is 0.680.